The task is: Predict which catalyst facilitates the given reaction.. This data is from Catalyst prediction with 721,799 reactions and 888 catalyst types from USPTO. (1) Reactant: CCN(C(C)C)C(C)C.[O:10]=[C:11]1[CH:16]=[CH:15][CH:14]=[CH:13][N:12]1[C:17]1[CH:25]=[CH:24][C:20]([C:21]([OH:23])=O)=[CH:19][CH:18]=1.C1C=CC2N(O)N=NC=2C=1.CCN=C=NCCCN(C)C.Cl.[NH2:48][CH2:49][C:50]([N:52]1[CH2:57][CH2:56][N:55]([C:58](=[O:69])[C:59]2[CH:64]=[CH:63][CH:62]=[CH:61][C:60]=2[C:65]([F:68])([F:67])[F:66])[CH2:54][CH2:53]1)=[O:51]. Product: [O:10]=[C:11]1[CH:16]=[CH:15][CH:14]=[CH:13][N:12]1[C:17]1[CH:18]=[CH:19][C:20]([C:21]([NH:48][CH2:49][C:50](=[O:51])[N:52]2[CH2:53][CH2:54][N:55]([C:58](=[O:69])[C:59]3[CH:64]=[CH:63][CH:62]=[CH:61][C:60]=3[C:65]([F:66])([F:68])[F:67])[CH2:56][CH2:57]2)=[O:23])=[CH:24][CH:25]=1. The catalyst class is: 18. (2) Reactant: [Br:1][C:2]1[C:3]([CH3:18])=[C:4]([NH2:17])[CH:5]=[C:6]([O:8][C:9]2[CH:14]=[CH:13][C:12]([F:15])=[CH:11][C:10]=2[F:16])[CH:7]=1.C(OC(=O)C)(=O)C.C([O-])(=O)C.[K+].[N+:31]([O-])(OCCC(C)C)=O. Product: [Br:1][C:2]1[CH:7]=[C:6]([O:8][C:9]2[CH:14]=[CH:13][C:12]([F:15])=[CH:11][C:10]=2[F:16])[CH:5]=[C:4]2[C:3]=1[CH:18]=[N:31][NH:17]2. The catalyst class is: 48. (3) Product: [CH3:50][O:51][C:52]1[N:57]=[C:56]([O:58][CH3:59])[C:55]([C:60]2[CH:61]=[C:62]([NH:66][C:23]([C:18]3[C:19](=[O:22])[O:20][C:21]4[C:16]([CH:17]=3)=[CH:15][CH:14]=[CH:13][C:12]=4[O:11][CH3:10])=[O:25])[CH:63]=[CH:64][CH:65]=2)=[CH:54][N:53]=1. The catalyst class is: 3. Reactant: CCN(C(C)C)C(C)C.[CH3:10][O:11][C:12]1[CH:13]=[CH:14][CH:15]=[C:16]2[C:21]=1[O:20][C:19](=[O:22])[C:18]([C:23]([OH:25])=O)=[CH:17]2.CN(C(ON1N=NC2C=CC=NC1=2)=[N+](C)C)C.F[P-](F)(F)(F)(F)F.[CH3:50][O:51][C:52]1[N:57]=[C:56]([O:58][CH3:59])[C:55]([C:60]2[CH:61]=[C:62]([NH2:66])[CH:63]=[CH:64][CH:65]=2)=[CH:54][N:53]=1. (4) Reactant: [NH2:1][CH2:2][CH2:3][C:4]1[CH:19]=[CH:18][C:7]([O:8][C:9]2[N:17]=[CH:16][CH:15]=[CH:14][C:10]=2[C:11]([NH2:13])=[O:12])=[CH:6][CH:5]=1.[CH:20](=O)[C:21]1[CH:26]=[CH:25][CH:24]=[CH:23][CH:22]=1.[BH4-].[Na+]. Product: [CH2:20]([NH:1][CH2:2][CH2:3][C:4]1[CH:5]=[CH:6][C:7]([O:8][C:9]2[N:17]=[CH:16][CH:15]=[CH:14][C:10]=2[C:11]([NH2:13])=[O:12])=[CH:18][CH:19]=1)[C:21]1[CH:26]=[CH:25][CH:24]=[CH:23][CH:22]=1. The catalyst class is: 5.